From a dataset of Peptide-MHC class I binding affinity with 185,985 pairs from IEDB/IMGT. Regression. Given a peptide amino acid sequence and an MHC pseudo amino acid sequence, predict their binding affinity value. This is MHC class I binding data. (1) The peptide sequence is IEELREHLL. The MHC is HLA-B42:01 with pseudo-sequence HLA-B42:01. The binding affinity (normalized) is 0. (2) The peptide sequence is GYAWIDFDI. The MHC is HLA-A11:01 with pseudo-sequence HLA-A11:01. The binding affinity (normalized) is 0.0847. (3) The peptide sequence is SMAENLEYM. The MHC is H-2-Db with pseudo-sequence H-2-Db. The binding affinity (normalized) is 0.622. (4) The binding affinity (normalized) is 0.0847. The peptide sequence is VVDKYFDCY. The MHC is HLA-B27:05 with pseudo-sequence HLA-B27:05. (5) The peptide sequence is LVTMGTGTFGR. The MHC is HLA-C14:02 with pseudo-sequence HLA-C14:02. The binding affinity (normalized) is 0.0847. (6) The peptide sequence is ATIMPHNLY. The MHC is HLA-B51:01 with pseudo-sequence HLA-B51:01. The binding affinity (normalized) is 0.0847.